From a dataset of Catalyst prediction with 721,799 reactions and 888 catalyst types from USPTO. Predict which catalyst facilitates the given reaction. (1) Reactant: Br[C:2]1[S:3][C:4]2[CH:10]=[C:9]([C:11]([O:13][CH3:14])=[O:12])[CH:8]=[CH:7][C:5]=2[N:6]=1.C([N:22]1[CH2:27][CH2:26][NH:25][CH2:24][CH2:23]1)(OC(C)(C)C)=O.C(=O)([O-])[O-].[K+].[K+].FC(F)(F)C(O)=O.ClCCl. Product: [N:22]1([C:2]2[S:3][C:4]3[CH:10]=[C:9]([C:11]([O:13][CH3:14])=[O:12])[CH:8]=[CH:7][C:5]=3[N:6]=2)[CH2:27][CH2:26][NH:25][CH2:24][CH2:23]1. The catalyst class is: 10. (2) Reactant: [CH3:1][C:2]1[N:7]=[C:6]([C:8]([OH:10])=O)[C:5]([N:11]2[CH:15]=[CH:14][CH:13]=[N:12]2)=[CH:4][CH:3]=1.CN(C(ON1N=NC2C=CC=CC1=2)=[N+](C)C)C.[B-](F)(F)(F)F.CCN(C(C)C)C(C)C.[C@H:47]12[CH2:53][C@H:52]1[CH2:51][C@@H:50]([CH2:54][NH:55][C:56]1[CH:61]=[N:60][C:59]([C:62]([F:65])([F:64])[F:63])=[CH:58][N:57]=1)[NH:49][CH2:48]2.C([O-])(O)=O.[Na+]. Product: [CH3:1][C:2]1[N:7]=[C:6]([C:8]([N:49]2[C@H:50]([CH2:54][NH:55][C:56]3[CH:61]=[N:60][C:59]([C:62]([F:65])([F:63])[F:64])=[CH:58][N:57]=3)[CH2:51][C@H:52]3[C@H:47]([CH2:53]3)[CH2:48]2)=[O:10])[C:5]([N:11]2[CH:15]=[CH:14][CH:13]=[N:12]2)=[CH:4][CH:3]=1. The catalyst class is: 3. (3) Reactant: [Li+].[OH-].[CH3:3][C:4]([O:7][C:8]([NH:10][C@@H:11]([CH2:18][CH3:19])/[CH:12]=[CH:13]/[C:14]([O:16]C)=[O:15])=[O:9])([CH3:6])[CH3:5].O. Product: [CH3:6][C:4]([O:7][C:8]([NH:10][C@@H:11]([CH2:18][CH3:19])/[CH:12]=[CH:13]/[C:14]([OH:16])=[O:15])=[O:9])([CH3:3])[CH3:5]. The catalyst class is: 36. (4) Reactant: C(=O)([O-])[O-].[K+].[K+].[Cl:7][C:8]1[C:9]2[C:16]([I:17])=[CH:15][NH:14][C:10]=2[N:11]=[CH:12][N:13]=1.Br[CH2:19][CH:20]([O:23][Si:24]([C:27]([CH3:30])([CH3:29])[CH3:28])([CH3:26])[CH3:25])[CH:21]=[CH2:22].O. Product: [Si:24]([O:23][CH:20]([CH:21]=[CH2:22])[CH2:19][N:14]1[C:10]2[N:11]=[CH:12][N:13]=[C:8]([Cl:7])[C:9]=2[C:16]([I:17])=[CH:15]1)([C:27]([CH3:28])([CH3:29])[CH3:30])([CH3:25])[CH3:26]. The catalyst class is: 39. (5) Reactant: [BH4-].[Na+].[CH2:3]([C:5]1[CH:23]=[CH:22][C:8]([O:9][C:10]2[CH:15]=[CH:14][C:13]([C:16](=[O:21])[CH2:17][CH2:18][CH:19]=[O:20])=[CH:12][CH:11]=2)=[C:7]([OH:24])[CH:6]=1)[CH3:4].C(O)(=O)C. Product: [CH2:3]([C:5]1[CH:23]=[CH:22][C:8]([O:9][C:10]2[CH:11]=[CH:12][C:13]([C:16](=[O:21])[CH2:17][CH2:18][CH2:19][OH:20])=[CH:14][CH:15]=2)=[C:7]([OH:24])[CH:6]=1)[CH3:4]. The catalyst class is: 24. (6) Reactant: [CH:1]1[CH:6]=[CH:5][C:4]2[NH:7][CH:8]=[C:9]([CH2:10][CH2:11][CH2:12][C:13]([OH:15])=[O:14])[C:3]=2[CH:2]=1.[CH3:16][C:17]([C:19]([O:21][CH2:22][CH2:23][OH:24])=[O:20])=[CH2:18].C(OOC(=O)C1C=CC=CC=1)(=O)C1C=CC=CC=1. Product: [CH:1]1[CH:6]=[CH:5][C:4]2[NH:7][CH:8]=[C:9]([CH2:10][CH2:11][CH2:12][C:13]([OH:15])=[O:14])[C:3]=2[CH:2]=1.[CH3:18][C:17]([C:19]([O:21][CH2:22][CH2:23][OH:24])=[O:20])=[CH2:16]. The catalyst class is: 13.